From a dataset of NCI-60 drug combinations with 297,098 pairs across 59 cell lines. Regression. Given two drug SMILES strings and cell line genomic features, predict the synergy score measuring deviation from expected non-interaction effect. (1) Drug 1: CCC1=CC2CC(C3=C(CN(C2)C1)C4=CC=CC=C4N3)(C5=C(C=C6C(=C5)C78CCN9C7C(C=CC9)(C(C(C8N6C)(C(=O)OC)O)OC(=O)C)CC)OC)C(=O)OC.C(C(C(=O)O)O)(C(=O)O)O. Drug 2: C1=CC(=CC=C1C#N)C(C2=CC=C(C=C2)C#N)N3C=NC=N3. Cell line: SK-OV-3. Synergy scores: CSS=34.7, Synergy_ZIP=-1.04, Synergy_Bliss=-1.28, Synergy_Loewe=-32.6, Synergy_HSA=-1.02. (2) Drug 1: CC1C(C(CC(O1)OC2CC(CC3=C2C(=C4C(=C3O)C(=O)C5=C(C4=O)C(=CC=C5)OC)O)(C(=O)C)O)N)O.Cl. Drug 2: CC(C)NC(=O)C1=CC=C(C=C1)CNNC.Cl. Cell line: SR. Synergy scores: CSS=70.9, Synergy_ZIP=9.03, Synergy_Bliss=9.98, Synergy_Loewe=-11.3, Synergy_HSA=11.3.